From a dataset of Reaction yield outcomes from USPTO patents with 853,638 reactions. Predict the reaction yield, written as a fraction of the theoretical maximum amount of product (1.0 means a 100% yield; for example, 0.34 means a 34% yield). (1) The reactants are [Br:1][C:2]1[CH:11]=[CH:10][C:5]([O:6][CH2:7][CH2:8]O)=[CH:4][CH:3]=1.N1C=CN=C1.C1C=CC(P(C2C=CC=CC=2)C2C=CC=CC=2)=CC=1.[I:36]I. The catalyst is C1(C)C=CC=CC=1. The product is [Br:1][C:2]1[CH:11]=[CH:10][C:5]([O:6][CH2:7][CH2:8][I:36])=[CH:4][CH:3]=1. The yield is 0.670. (2) The reactants are [NH2:1][C:2]1[CH:7]=[C:6]([C:8]([F:11])([F:10])[F:9])[CH:5]=[CH:4][C:3]=1[C:12](=O)[CH3:13].Cl.[Li+].[OH-].C[CH2:19][O:20][C:21]([CH3:23])=[O:22].CCCCCC.[CH3:30][CH2:31][O:32][C:33](C)=O. The catalyst is O.CO. The product is [CH3:19][O:20][C:21]([C:23]1[C:30]([CH2:31][O:32][CH3:33])=[N:1][C:2]2[C:3]([C:12]=1[CH3:13])=[CH:4][CH:5]=[C:6]([C:8]([F:11])([F:10])[F:9])[CH:7]=2)=[O:22]. The yield is 0.160. (3) The reactants are [NH:1]1[CH2:6][CH2:5][NH:4][CH2:3][CH2:2]1.O.Cl.Cl.N1CCNCC1.[F:16][C:17]1[CH:24]=[CH:23][C:20]([CH2:21][Cl:22])=[CH:19][CH:18]=1. The catalyst is C(O)C. The product is [Cl-:22].[F:16][C:17]1[CH:24]=[CH:23][C:20]([CH2:21][N:1]2[CH2:6][CH2:5][NH2+:4][CH2:3][CH2:2]2)=[CH:19][CH:18]=1. The yield is 0.910.